The task is: Predict the reactants needed to synthesize the given product.. This data is from Full USPTO retrosynthesis dataset with 1.9M reactions from patents (1976-2016). (1) The reactants are: Br[C:2]1[C:10]2[O:9][CH2:8][CH:7]([C:11]3[CH:16]=[CH:15][C:14]([CH:17]([CH3:19])[CH3:18])=[CH:13][CH:12]=3)[C:6]=2[C:5]([CH3:20])=[C:4]([NH:21][C:22](=[O:28])[CH2:23][C:24]([CH3:27])([CH3:26])[CH3:25])[C:3]=1[CH3:29].[Cu](C#N)[C:31]#[N:32].N. Given the product [C:31]([C:2]1[C:10]2[O:9][CH2:8][CH:7]([C:11]3[CH:12]=[CH:13][C:14]([CH:17]([CH3:19])[CH3:18])=[CH:15][CH:16]=3)[C:6]=2[C:5]([CH3:20])=[C:4]([NH:21][C:22](=[O:28])[CH2:23][C:24]([CH3:26])([CH3:25])[CH3:27])[C:3]=1[CH3:29])#[N:32], predict the reactants needed to synthesize it. (2) Given the product [C:2]1([C:11]2[CH:16]=[CH:15][CH:14]=[CH:13][CH:12]=2)[CH:10]=[CH:9][CH:8]=[C:4]([C:5]([OH:7])=[O:6])[CH:3]=1, predict the reactants needed to synthesize it. The reactants are: Cl[C:2]1[CH:3]=[C:4]([CH:8]=[CH:9][CH:10]=1)[C:5]([OH:7])=[O:6].[C:11]1(B(O)O)[CH:16]=[CH:15][CH:14]=[CH:13][CH:12]=1.C1(P(C2CCCCC2)C2C=CC=CC=2C2C(OC)=CC=C(S([O-])(=O)=O)C=2OC)CCCCC1.[Na+].C([O-])([O-])=O.[K+].[K+].